From a dataset of Catalyst prediction with 721,799 reactions and 888 catalyst types from USPTO. Predict which catalyst facilitates the given reaction. Reactant: [Br:1][C:2]1[CH:7]=[CH:6][C:5]([C:8]2[NH:12][N:11]=[N:10][N:9]=2)=[CH:4][CH:3]=1.[CH3:13][O:14][C:15]1[CH:22]=[CH:21][C:18]([CH2:19]Cl)=[CH:17][CH:16]=1.CCN(CC)CC. Product: [Br:1][C:2]1[CH:7]=[CH:6][C:5]([C:8]2[N:12]([CH2:19][C:18]3[CH:21]=[CH:22][C:15]([O:14][CH3:13])=[CH:16][CH:17]=3)[N:11]=[N:10][N:9]=2)=[CH:4][CH:3]=1. The catalyst class is: 23.